Dataset: Full USPTO retrosynthesis dataset with 1.9M reactions from patents (1976-2016). Task: Predict the reactants needed to synthesize the given product. (1) Given the product [CH3:17][S:18]([O:9][CH2:8][C:5]1[CH:4]=[N:3][C:2]([Cl:1])=[CH:7][N:6]=1)(=[O:20])=[O:19], predict the reactants needed to synthesize it. The reactants are: [Cl:1][C:2]1[N:3]=[CH:4][C:5]([CH2:8][OH:9])=[N:6][CH:7]=1.C(N(CC)CC)C.[CH3:17][S:18](Cl)(=[O:20])=[O:19].S([O-])(=O)(=O)C. (2) Given the product [CH2:1]([O:4][C:5]1[CH:9]=[C:8]([CH2:10][CH2:11][C:12]([O:14][CH2:15][CH3:16])=[O:13])[N:7]([CH2:30][C:29]2[CH:28]=[CH:27][C:26]([C:25]([F:24])([F:34])[F:35])=[CH:33][CH:32]=2)[N:6]=1)[CH2:2][CH3:3], predict the reactants needed to synthesize it. The reactants are: [CH2:1]([O:4][C:5]1[CH:9]=[C:8]([CH2:10][CH2:11][C:12]([O:14][CH2:15][CH3:16])=[O:13])[NH:7][N:6]=1)[CH2:2][CH3:3].CN(C)C=O.[H-].[Na+].[F:24][C:25]([F:35])([F:34])[C:26]1[CH:33]=[CH:32][C:29]([CH2:30]Br)=[CH:28][CH:27]=1. (3) Given the product [CH2:22]([N:5]1[C:1](=[O:11])[C:2]2[C:3](=[CH:7][CH:8]=[CH:9][CH:10]=2)[C:4]1=[O:6])[CH2:21][CH:20]=[CH2:19], predict the reactants needed to synthesize it. The reactants are: [C:1]1(=[O:11])[NH:5][C:4](=[O:6])[C:3]2=[CH:7][CH:8]=[CH:9][CH:10]=[C:2]12.C(=O)([O-])[O-].[K+].[K+].Br[CH2:19][CH2:20][CH:21]=[CH2:22]. (4) Given the product [CH2:20]([O:19][C:16]1[CH:17]=[CH:18][C:13]([O:12][CH2:11][C:2]([CH3:22])([NH:1][S:38]([CH2:37][C:31]2[CH:36]=[CH:35][CH:34]=[CH:33][CH:32]=2)(=[O:40])=[O:39])[C:3]([N:5]2[CH2:10][CH2:9][O:8][CH2:7][CH2:6]2)=[O:4])=[CH:14][CH:15]=1)[CH3:21], predict the reactants needed to synthesize it. The reactants are: [NH2:1][C:2]([CH3:22])([CH2:11][O:12][C:13]1[CH:18]=[CH:17][C:16]([O:19][CH2:20][CH3:21])=[CH:15][CH:14]=1)[C:3]([N:5]1[CH2:10][CH2:9][O:8][CH2:7][CH2:6]1)=[O:4].C1N2CCN(CC2)C1.[C:31]1([CH2:37][S:38](Cl)(=[O:40])=[O:39])[CH:36]=[CH:35][CH:34]=[CH:33][CH:32]=1. (5) Given the product [Cl:22][C:3]1[C:4]2[C:5](=[N:6][CH:7]=[C:8]([C:10]3[N:15]=[C:14]([N:16]4[CH2:17][CH2:18][O:19][CH2:20][CH2:21]4)[CH:13]=[N:12][CH:11]=3)[CH:9]=2)[NH:1][CH:2]=1, predict the reactants needed to synthesize it. The reactants are: [NH:1]1[C:5]2=[N:6][CH:7]=[C:8]([C:10]3[N:15]=[C:14]([N:16]4[CH2:21][CH2:20][O:19][CH2:18][CH2:17]4)[CH:13]=[N:12][CH:11]=3)[CH:9]=[C:4]2[CH:3]=[CH:2]1.[Cl:22]CCl. (6) Given the product [CH3:1][O:2][C:3]1[CH:12]=[C:11]2[C:6]([C:7]([CH2:13][C:14](=[N:21][NH:22][C:29](=[O:30])[CH2:28][CH2:27][CH2:26][CH2:25][CH2:24][Cl:23])[C:15]3[CH:20]=[CH:19][CH:18]=[CH:17][N:16]=3)=[CH:8][CH:9]=[N:10]2)=[CH:5][CH:4]=1, predict the reactants needed to synthesize it. The reactants are: [CH3:1][O:2][C:3]1[CH:12]=[C:11]2[C:6]([C:7]([CH2:13][C:14](=[N:21][NH2:22])[C:15]3[CH:20]=[CH:19][CH:18]=[CH:17][N:16]=3)=[CH:8][CH:9]=[N:10]2)=[CH:5][CH:4]=1.[Cl:23][CH2:24][CH2:25][CH2:26][CH2:27][CH2:28][C:29](Cl)=[O:30].